The task is: Predict the reactants needed to synthesize the given product.. This data is from Full USPTO retrosynthesis dataset with 1.9M reactions from patents (1976-2016). (1) Given the product [Br:1][C:2]1[CH:7]=[N:6][C:5]([NH:8][CH:9]([CH2:10][CH:11]([CH3:12])[CH3:13])[C:14]([NH:41][CH2:36][C:35]#[N:34])=[O:16])=[N:4][CH:3]=1, predict the reactants needed to synthesize it. The reactants are: [Br:1][C:2]1[CH:3]=[N:4][C:5]([NH:8][C@H:9]([C:14]([OH:16])=O)[CH2:10][CH:11]([CH3:13])[CH3:12])=[N:6][CH:7]=1.C1CN([P+](O[N:34]2N=[N:41][C:36]3C=CC=C[C:35]2=3)(N2CCCC2)N2CCCC2)CC1.F[P-](F)(F)(F)(F)F.Cl.NCC#N.C(N(CC)CC)C.C([O-])(O)=O.[Na+]. (2) Given the product [Br:1][C:2]1[CH:3]=[CH:4][C:5]([CH:8]2[CH2:23][O:24][CH:11]([CH2:12][C:13]([O:15][CH2:16][C:17]3[CH:22]=[CH:21][CH:20]=[CH:19][CH:18]=3)=[O:14])[CH2:10][CH2:9]2)=[CH:6][CH:7]=1, predict the reactants needed to synthesize it. The reactants are: [Br:1][C:2]1[CH:7]=[CH:6][C:5]([CH:8]([CH2:23][OH:24])[CH2:9][CH2:10][CH:11]=[CH:12][C:13]([O:15][CH2:16][C:17]2[CH:22]=[CH:21][CH:20]=[CH:19][CH:18]=2)=[O:14])=[CH:4][CH:3]=1.[H-].[Na+]. (3) Given the product [N:1]1([CH2:7][C:9]2[CH:10]=[CH:11][C:12]([C:15]3[CH:20]=[CH:19][C:18]([O:21][CH2:22][CH2:23][CH2:24][N:25]4[CH2:26][CH2:27][CH2:28][CH2:29][CH2:30]4)=[CH:17][CH:16]=3)=[CH:13][CH:14]=2)[CH2:2][CH2:3][CH2:4][CH2:5][CH2:6]1, predict the reactants needed to synthesize it. The reactants are: [N:1]1([C:7]([C:9]2[CH:14]=[CH:13][C:12]([C:15]3[CH:20]=[CH:19][C:18]([O:21][CH2:22][CH2:23][CH2:24][N:25]4[CH2:30][CH2:29][CH2:28][CH2:27][CH2:26]4)=[CH:17][CH:16]=3)=[CH:11][CH:10]=2)=O)[CH2:6][CH2:5][CH2:4][CH2:3][CH2:2]1.[H-].[Al+3].[Li+].[H-].[H-].[H-].O.[OH-].[Na+]. (4) Given the product [O:1]1[CH2:6][CH2:5][CH:4]([C:7]([O:9][CH2:14][C:15]2[CH:20]=[CH:19][CH:18]=[CH:17][CH:16]=2)=[O:8])[CH2:3][CH2:2]1, predict the reactants needed to synthesize it. The reactants are: [O:1]1[CH2:6][CH2:5][CH:4]([C:7]([OH:9])=[O:8])[CH2:3][CH2:2]1.O=S(Cl)Cl.[CH2:14](O)[C:15]1[CH:20]=[CH:19][CH:18]=[CH:17][CH:16]=1. (5) Given the product [F:1][C:2]1([F:20])[CH2:5][N:4]([C:6]2[C:7]([O:14][CH2:15][C:16]([F:19])([F:18])[F:17])=[CH:8][C:23]([C:24]([OH:21])=[O:25])=[N:10][CH:11]=2)[CH2:3]1, predict the reactants needed to synthesize it. The reactants are: [F:1][C:2]1([F:20])[CH2:5][N:4]([C:6]2[C:7]([O:14][CH2:15][C:16]([F:19])([F:18])[F:17])=[CH:8]C(C#N)=[N:10][CH:11]=2)[CH2:3]1.[OH-:21].[K+].[CH3:23][CH2:24][OH:25]. (6) The reactants are: [Cl:1][C:2]1[CH:28]=[CH:27][C:5]([CH2:6][N:7]2[C:15]3[C:10](=[CH:11][CH:12]=[CH:13][CH:14]=3)[CH:9]=[C:8]2[C:16]([N:18]2[CH2:23][CH2:22][CH:21]([C:24]([OH:26])=O)[CH2:20][CH2:19]2)=[O:17])=[CH:4][CH:3]=1.CCN=C=NCCCN(C)C.ON1C2C=CC=CC=2N=N1.[F:50][C:51]1[CH:56]=[CH:55][C:54]([CH2:57][CH2:58][NH2:59])=[CH:53][CH:52]=1. Given the product [Cl:1][C:2]1[CH:28]=[CH:27][C:5]([CH2:6][N:7]2[C:15]3[C:10](=[CH:11][CH:12]=[CH:13][CH:14]=3)[CH:9]=[C:8]2[C:16]([N:18]2[CH2:23][CH2:22][CH:21]([C:24]([NH:59][CH2:58][CH2:57][C:54]3[CH:55]=[CH:56][C:51]([F:50])=[CH:52][CH:53]=3)=[O:26])[CH2:20][CH2:19]2)=[O:17])=[CH:4][CH:3]=1, predict the reactants needed to synthesize it.